This data is from HIV replication inhibition screening data with 41,000+ compounds from the AIDS Antiviral Screen. The task is: Binary Classification. Given a drug SMILES string, predict its activity (active/inactive) in a high-throughput screening assay against a specified biological target. (1) The compound is CCCCCCCCCCCCCCNC1=C(OC)C(=O)C(NCCCCCCCCCCCCCC)=C(OC)C1=O. The result is 0 (inactive). (2) The molecule is CC1(C)COC(c2cccc3c2C(=O)c2cccc(Cl)c2-3)=N1. The result is 0 (inactive).